The task is: Predict the product of the given reaction.. This data is from Forward reaction prediction with 1.9M reactions from USPTO patents (1976-2016). Given the reactants FC1C=C2C(C(I)=CN2S(C2C=CC=CC=2)(=O)=O)=CC=1.[F:21][C:22]1[CH:30]=[C:29]2[C:25]([C:26]([C:40]3[CH:48]=[C:47]4[C:43]([CH:44]=[N:45][N:46]4[CH2:49][CH2:50][C:51]([NH2:53])=[O:52])=[CH:42][CH:41]=3)=[CH:27][N:28]2S(C2C=CC=CC=2)(=O)=O)=[CH:24][CH:23]=1, predict the reaction product. The product is: [F:21][C:22]1[CH:30]=[C:29]2[C:25]([C:26]([C:40]3[CH:48]=[C:47]4[C:43]([CH:44]=[N:45][N:46]4[CH2:49][CH2:50][C:51]([NH2:53])=[O:52])=[CH:42][CH:41]=3)=[CH:27][NH:28]2)=[CH:24][CH:23]=1.